The task is: Predict the reaction yield, written as a fraction of the theoretical maximum amount of product (1.0 means a 100% yield; for example, 0.34 means a 34% yield).. This data is from Reaction yield outcomes from USPTO patents with 853,638 reactions. The reactants are [Br:1][C:2]1[CH:13]=[CH:12][C:5]2[O:6][CH2:7][CH2:8][CH2:9][C:10](=[O:11])[C:4]=2[CH:3]=1.[Br:14]Br. The catalyst is CCOCC. The product is [Br:14][CH:9]1[CH2:8][CH2:7][O:6][C:5]2[CH:12]=[CH:13][C:2]([Br:1])=[CH:3][C:4]=2[C:10]1=[O:11]. The yield is 0.890.